Dataset: Full USPTO retrosynthesis dataset with 1.9M reactions from patents (1976-2016). Task: Predict the reactants needed to synthesize the given product. Given the product [C:1]([O:5][C:6](=[O:28])[NH:7][CH:8]1[CH2:13][CH2:12][CH:11]([N:14]([C:42]([C:41]2[S:40][C:39]3[CH:45]=[CH:46][CH:47]=[CH:48][C:38]=3[C:37]=2[Cl:36])=[O:43])[CH2:15][C:16]2[CH:21]=[CH:20][CH:19]=[C:18]([C:22]3[CH:27]=[CH:26][N:25]=[CH:24][CH:23]=3)[CH:17]=2)[CH2:10][CH2:9]1)([CH3:4])([CH3:2])[CH3:3], predict the reactants needed to synthesize it. The reactants are: [C:1]([O:5][C:6](=[O:28])[NH:7][CH:8]1[CH2:13][CH2:12][CH:11]([NH:14][CH2:15][C:16]2[CH:21]=[CH:20][CH:19]=[C:18]([C:22]3[CH:27]=[CH:26][N:25]=[CH:24][CH:23]=3)[CH:17]=2)[CH2:10][CH2:9]1)([CH3:4])([CH3:3])[CH3:2].CCN(CC)CC.[Cl:36][C:37]1[C:38]2[CH:48]=[CH:47][CH:46]=[CH:45][C:39]=2[S:40][C:41]=1[C:42](Cl)=[O:43].